Dataset: Reaction yield outcomes from USPTO patents with 853,638 reactions. Task: Predict the reaction yield, written as a fraction of the theoretical maximum amount of product (1.0 means a 100% yield; for example, 0.34 means a 34% yield). (1) The reactants are [Cl:1][C:2]1[CH:7]=[C:6]([C:8](=[NH:22])[NH:9][C:10](=[O:21])[C:11]2[C:16](F)=[CH:15][N:14]=[CH:13][C:12]=2[CH:18]2[CH2:20][CH2:19]2)[CH:5]=[CH:4][N:3]=1.C([O-])([O-])=O.[Cs+].[Cs+].CC(N(C)C)=O. The catalyst is C(O)(=O)C. The product is [Cl:1][C:2]1[CH:7]=[C:6]([C:8]2[N:9]=[C:10]([OH:21])[C:11]3[C:12]([CH:18]4[CH2:20][CH2:19]4)=[CH:13][N:14]=[CH:15][C:16]=3[N:22]=2)[CH:5]=[CH:4][N:3]=1. The yield is 0.780. (2) The reactants are [OH:1][C@H:2]([CH3:37])[C@H:3]([NH:6][C:7]([C:9]1[NH:10][C:11]([C:14]2[CH:19]=[C:18]([O:20][C:21]3[CH:22]=[N:23][C:24]([S:27]([CH3:30])(=[O:29])=[O:28])=[CH:25][CH:26]=3)[CH:17]=[C:16]([O:31][C@@H:32]([CH3:36])[CH2:33][O:34][CH3:35])[CH:15]=2)=[CH:12][CH:13]=1)=[O:8])[CH2:4][OH:5].C(N(CC)CC)C.[CH:45]([Si:48](Cl)([CH:52]([CH3:54])[CH3:53])[CH:49]([CH3:51])[CH3:50])([CH3:47])[CH3:46]. The catalyst is CN(C)C1C=CN=CC=1.C(Cl)Cl. The product is [OH:1][C@H:2]([CH3:37])[C@H:3]([NH:6][C:7]([C:9]1[NH:10][C:11]([C:14]2[CH:19]=[C:18]([O:20][C:21]3[CH:22]=[N:23][C:24]([S:27]([CH3:30])(=[O:29])=[O:28])=[CH:25][CH:26]=3)[CH:17]=[C:16]([O:31][C@@H:32]([CH3:36])[CH2:33][O:34][CH3:35])[CH:15]=2)=[CH:12][CH:13]=1)=[O:8])[CH2:4][O:5][Si:48]([CH:52]([CH3:54])[CH3:53])([CH:49]([CH3:51])[CH3:50])[CH:45]([CH3:47])[CH3:46]. The yield is 0.900. (3) The reactants are [C:1]([O:5][C:6]([N:8]1[CH2:13][CH2:12][C:11]2[N:14]([CH2:25][CH:26]3[CH2:28][O:27]3)[N:15]=[C:16]([C:17]3[CH:22]=[CH:21][C:20]([Cl:23])=[C:19]([CH3:24])[CH:18]=3)[C:10]=2[CH2:9]1)=[O:7])([CH3:4])([CH3:3])[CH3:2].[C:29]([C:31]1[CH:36]=[CH:35][CH:34]=[CH:33][C:32]=1[N:37]1[CH2:42][CH2:41][NH:40][CH2:39][CH2:38]1)#[N:30]. The catalyst is CCO.C(N(CC)CC)C. The product is [C:1]([O:5][C:6]([N:8]1[CH2:13][CH2:12][C:11]2[N:14]([CH2:25][CH:26]([OH:27])[CH2:28][N:40]3[CH2:39][CH2:38][N:37]([C:32]4[CH:33]=[CH:34][CH:35]=[CH:36][C:31]=4[C:29]#[N:30])[CH2:42][CH2:41]3)[N:15]=[C:16]([C:17]3[CH:22]=[CH:21][C:20]([Cl:23])=[C:19]([CH3:24])[CH:18]=3)[C:10]=2[CH2:9]1)=[O:7])([CH3:2])([CH3:3])[CH3:4]. The yield is 0.830. (4) The reactants are [N+:1]1([O-:10])[CH:6]=[C:5]([CH3:7])[CH:4]=[C:3]([CH3:8])[C:2]=1[CH3:9].C([O-])([O-])=O.[K+].[K+].[Br:17]Br.CCOC(C)=O. The catalyst is C(Cl)(Cl)(Cl)Cl.CO.CCOC(C)=O. The product is [Br:17][C:4]1[C:5]([CH3:7])=[CH:6][N+:1]([O-:10])=[C:2]([CH3:9])[C:3]=1[CH3:8]. The yield is 0.510. (5) The reactants are [C@H]1(O)CC[C@H](O)CC1.[H-].[Na+].[Si]([O:18][CH:19]1[CH2:24][CH2:23][CH:22]([O:25][C:26]2[CH:31]=[CH:30][C:29]([S:32]([CH2:35][CH3:36])(=[O:34])=[O:33])=[CH:28][C:27]=2[C:37]2[C:46]3[C:41](=[CH:42][CH:43]=[CH:44][CH:45]=3)[C:40](=[O:47])[N:39]([CH3:48])[CH:38]=2)[CH2:21][CH2:20]1)(C(C)(C)C)(C)C. The catalyst is CN(C=O)C. The product is [CH2:35]([S:32]([C:29]1[CH:30]=[CH:31][C:26]([O:25][C@H:22]2[CH2:21][CH2:20][C@H:19]([OH:18])[CH2:24][CH2:23]2)=[C:27]([C:37]2[C:46]3[C:41](=[CH:42][CH:43]=[CH:44][CH:45]=3)[C:40](=[O:47])[N:39]([CH3:48])[CH:38]=2)[CH:28]=1)(=[O:33])=[O:34])[CH3:36]. The yield is 0.300.